Dataset: Reaction yield outcomes from USPTO patents with 853,638 reactions. Task: Predict the reaction yield, written as a fraction of the theoretical maximum amount of product (1.0 means a 100% yield; for example, 0.34 means a 34% yield). (1) The reactants are [NH:1]1[CH2:5][CH2:4][CH2:3][CH2:2]1.N1CCC[C@H]1C(O)=O.I[C:15]1[CH:20]=[CH:19][CH:18]=[CH:17][CH:16]=1. The catalyst is [Cu]I.CS(C)=O. The product is [C:15]1([N:1]2[CH2:5][CH2:4][CH2:3][CH2:2]2)[CH:20]=[CH:19][CH:18]=[CH:17][CH:16]=1. The yield is 0.570. (2) The reactants are [CH3:1][NH:2][CH2:3][C:4]1[CH:9]=[CH:8][C:7]([C:10]2[CH:15]=[C:14]([CH3:16])[CH:13]=[CH:12][C:11]=2[CH3:17])=[CH:6][CH:5]=1.[C:18]1([CH:24]2[CH2:26][O:25]2)[CH:23]=[CH:22][CH:21]=[CH:20][CH:19]=1. No catalyst specified. The product is [CH3:17][C:11]1[CH:12]=[CH:13][C:14]([CH3:16])=[CH:15][C:10]=1[C:7]1[CH:6]=[CH:5][C:4]([CH2:3][N:2]([CH2:26][CH:24]([C:18]2[CH:23]=[CH:22][CH:21]=[CH:20][CH:19]=2)[OH:25])[CH3:1])=[CH:9][CH:8]=1. The yield is 0.220. (3) The reactants are [C:1]([OH:20])(=[O:19])[CH2:2][CH2:3][CH2:4][CH2:5][CH2:6][CH2:7][CH2:8]/[CH:9]=[CH:10]\[CH2:11]CCCCCCC.C(O)/C=C\C[OH:25]. The catalyst is ClCCl. The product is [OH:25][CH2:11][CH:10]=[CH:9][CH2:8][CH2:7][CH2:6][CH2:5][CH2:4][CH2:3][CH2:2][C:1]([OH:20])=[O:19]. The yield is 0.660. (4) The reactants are C([O:8][C:9]1[CH:14]=[CH:13][C:12](/[CH:15]=[CH:16]/[C:17]([O:19][C:20]([CH3:23])([CH3:22])[CH3:21])=[O:18])=[CH:11][CH:10]=1)C1C=CC=CC=1.C(O)C. The catalyst is [Pd].[C].O1CCCC1. The product is [OH:8][C:9]1[CH:10]=[CH:11][C:12]([CH2:15][CH2:16][C:17]([O:19][C:20]([CH3:23])([CH3:22])[CH3:21])=[O:18])=[CH:13][CH:14]=1. The yield is 0.790. (5) The reactants are [N:1]1([C:7]2[CH:19]=[C:18]([C:20]([O:22][CH3:23])=[O:21])[C:10]3[NH:11][C:12]([C:14]([F:17])([F:16])[F:15])=[N:13][C:9]=3[CH:8]=2)[CH2:6][CH2:5][O:4][CH2:3][CH2:2]1.C(=O)([O-])[O-].[K+].[K+].Br[CH2:31][C:32]1[CH:37]=[CH:36][CH:35]=[C:34]([Cl:38])[C:33]=1[CH3:39]. The catalyst is CN(C)C=O. The product is [Cl:38][C:34]1[C:33]([CH3:39])=[C:32]([CH2:31][N:13]2[C:9]3[CH:8]=[C:7]([N:1]4[CH2:6][CH2:5][O:4][CH2:3][CH2:2]4)[CH:19]=[C:18]([C:20]([O:22][CH3:23])=[O:21])[C:10]=3[N:11]=[C:12]2[C:14]([F:17])([F:15])[F:16])[CH:37]=[CH:36][CH:35]=1. The yield is 0.950. (6) The reactants are [F:1][C:2]1[CH:3]=[C:4]([CH2:8][C:9]#[N:10])[CH:5]=[CH:6][CH:7]=1.C[O-].[Na+].[F:14][C:15]1[CH:20]=[CH:19][C:18]([CH:21]=[CH:22][C:23]([O:25][CH3:26])=[O:24])=[CH:17][CH:16]=1. The catalyst is C1(C)C=CC=CC=1. The product is [C:9]([CH:8]([C:4]1[CH:5]=[CH:6][CH:7]=[C:2]([F:1])[CH:3]=1)[CH:21]([C:18]1[CH:17]=[CH:16][C:15]([F:14])=[CH:20][CH:19]=1)[CH2:22][C:23]([O:25][CH3:26])=[O:24])#[N:10]. The yield is 0.570.